Predict the reaction yield, written as a fraction of the theoretical maximum amount of product (1.0 means a 100% yield; for example, 0.34 means a 34% yield). From a dataset of Reaction yield outcomes from USPTO patents with 853,638 reactions. The reactants are [C:1]([OH:9])(=[O:8])[C:2]1[CH:7]=[CH:6][CH:5]=[CH:4][CH:3]=1.[Cl:10][S:11](O)(=[O:13])=[O:12]. No catalyst specified. The product is [Cl:10][S:11]([C:4]1[CH:3]=[C:2]([CH:7]=[CH:6][CH:5]=1)[C:1]([OH:9])=[O:8])(=[O:13])=[O:12]. The yield is 0.800.